Dataset: Forward reaction prediction with 1.9M reactions from USPTO patents (1976-2016). Task: Predict the product of the given reaction. (1) Given the reactants CCCC[N+](CCCC)(CCCC)CCCC.[F-].[Cl:19][C:20]1[C:29]2[C:24](=[CH:25][CH:26]=[C:27]([C:30]([C:38]3[C:39]([CH3:45])=[N:40][C:41]([CH3:44])=[CH:42][CH:43]=3)([C:32]3[N:36]([CH3:37])[N:35]=[N:34][CH:33]=3)[OH:31])[CH:28]=2)[N:23]=[C:22]([O:46][CH3:47])[C:21]=1[CH2:48][O:49][Si](C(C)C)(C(C)C)C(C)C, predict the reaction product. The product is: [Cl:19][C:20]1[C:29]2[C:24](=[CH:25][CH:26]=[C:27]([C:30]([C:38]3[C:39]([CH3:45])=[N:40][C:41]([CH3:44])=[CH:42][CH:43]=3)([C:32]3[N:36]([CH3:37])[N:35]=[N:34][CH:33]=3)[OH:31])[CH:28]=2)[N:23]=[C:22]([O:46][CH3:47])[C:21]=1[CH2:48][OH:49]. (2) Given the reactants Br[C:2]1[C:10]2[N:9]3[C@H:11]([CH3:16])[CH2:12][NH:13][C:14](=[O:15])[C:8]3=[CH:7][C:6]=2[CH:5]=[CH:4][CH:3]=1.[C:17]1(B(O)O)[CH:22]=[CH:21][CH:20]=[CH:19][CH:18]=1.C(=O)([O-])[O-].[Na+].[Na+].C1(P(C2C=CC=CC=2)C2C=CC=CC=2)C=CC=CC=1, predict the reaction product. The product is: [CH3:16][C@H:11]1[N:9]2[C:10]3[C:2]([C:17]4[CH:22]=[CH:21][CH:20]=[CH:19][CH:18]=4)=[CH:3][CH:4]=[CH:5][C:6]=3[CH:7]=[C:8]2[C:14](=[O:15])[NH:13][CH2:12]1. (3) Given the reactants [CH3:1][O:2][C:3]1[CH:4]=[C:5]2[CH2:14][CH:13]([CH2:15][CH:16]3[CH2:21][CH2:20][N:19]([CH2:22][C:23]4[CH:24]=[CH:25][CH:26]=[CH:27][CH:28]=4)[CH2:18][CH2:17]3)[C:11](=[O:12])[C:6]2=[CH:7][C:8]=1[O:9][CH3:10].[C:29]([OH:36])(=[O:35])/[CH:30]=[CH:31]/[C:32]([OH:34])=[O:33], predict the reaction product. The product is: [CH3:1][O:2][C:3]1[CH:4]=[C:5]2[CH2:14][CH:13]([CH2:15][CH:16]3[CH2:17][CH2:18][N:19]([CH2:22][C:23]4[CH:28]=[CH:27][CH:26]=[CH:25][CH:24]=4)[CH2:20][CH2:21]3)[C:11](=[O:12])[C:6]2=[CH:7][C:8]=1[O:9][CH3:10].[C:29]([O-:36])(=[O:35])/[CH:30]=[CH:31]/[C:32]([O-:34])=[O:33]. (4) Given the reactants Cl[C:2]1[C:11]2[C:6](=[CH:7][C:8]3[CH:15]=[C:14]([O:16][CH2:17][CH2:18][N:19]4[CH2:24][CH2:23][O:22][CH2:21][CH2:20]4)[C:13]([O:25][CH3:26])=[CH:12][C:9]=3[CH:10]=2)[N:5]=[CH:4][C:3]=1[C:27]#[N:28].[Cl:29][C:30]1[CH:31]=[C:32]([NH2:43])[CH:33]=[CH:34][C:35]=1[S:36][C:37]1[N:38]([CH3:42])[CH:39]=[CH:40][N:41]=1.Cl.N1C=CC=CC=1, predict the reaction product. The product is: [Cl:29][C:30]1[CH:31]=[C:32]([NH:43][C:2]2[C:11]3[C:6](=[CH:7][C:8]4[CH:15]=[C:14]([O:16][CH2:17][CH2:18][N:19]5[CH2:20][CH2:21][O:22][CH2:23][CH2:24]5)[C:13]([O:25][CH3:26])=[CH:12][C:9]=4[CH:10]=3)[N:5]=[CH:4][C:3]=2[C:27]#[N:28])[CH:33]=[CH:34][C:35]=1[S:36][C:37]1[N:38]([CH3:42])[CH:39]=[CH:40][N:41]=1. (5) Given the reactants [CH2:1]([O:8][N:9]1[C:15](=[O:16])[N:14]2[CH2:17][C@H:10]1[CH2:11][CH2:12][C@H:13]2[C:18]([OH:20])=O)[C:2]1[CH:7]=[CH:6][CH:5]=[CH:4][CH:3]=1.[C:21]([O:25][C:26](=[O:45])[NH:27][C:28]([N:37]1[CH2:42][CH2:41][CH:40]([O:43][NH2:44])[CH2:39][CH2:38]1)=[N:29][C:30](=[O:36])[O:31][C:32]([CH3:35])([CH3:34])[CH3:33])([CH3:24])([CH3:23])[CH3:22].ON1C2C=CC=CC=2N=N1.Cl.C(N=C=NCCCN(C)C)C, predict the reaction product. The product is: [C:32]([O:31][C:30](=[O:36])[NH:29][C:28]([N:37]1[CH2:38][CH2:39][CH:40]([O:43][NH:44][C:18]([C@@H:13]2[CH2:12][CH2:11][C@@H:10]3[CH2:17][N:14]2[C:15](=[O:16])[N:9]3[O:8][CH2:1][C:2]2[CH:3]=[CH:4][CH:5]=[CH:6][CH:7]=2)=[O:20])[CH2:41][CH2:42]1)=[N:27][C:26](=[O:45])[O:25][C:21]([CH3:24])([CH3:23])[CH3:22])([CH3:33])([CH3:34])[CH3:35]. (6) The product is: [Cl:1][C:2]1[CH:7]=[C:6]2[NH:8][C:9](=[O:31])[C:10]3([CH:15]([C:16]4[CH:17]=[CH:18][C:19]([Cl:22])=[CH:20][CH:21]=4)[CH2:14][CH2:13][NH:12][CH:11]3[C:24]3[CH:29]=[CH:28][CH:27]=[C:26]([F:30])[CH:25]=3)[C:5]2=[CH:4][CH:3]=1. Given the reactants [Cl:1][C:2]1[CH:7]=[C:6]2[NH:8][C:9](=[O:31])[C:10]3([CH:15]([C:16]4[CH:21]=[CH:20][C:19]([Cl:22])=[CH:18][CH:17]=4)[CH2:14][C:13](=O)[NH:12][CH:11]3[C:24]3[CH:29]=[CH:28][CH:27]=[C:26]([F:30])[CH:25]=3)[C:5]2=[CH:4][CH:3]=1.[BH4-].[Na+], predict the reaction product. (7) Given the reactants Cl[C:2]1[N:7]=[C:6]([C:8]([NH2:10])=[O:9])[CH:5]=[CH:4][N:3]=1.[Br:11][C:12]1[CH:13]=[C:14](B(O)O)[CH:15]=[C:16]([CH3:18])[CH:17]=1, predict the reaction product. The product is: [Br:11][C:12]1[CH:13]=[C:14]([C:2]2[N:7]=[C:6]([C:8]([NH2:10])=[O:9])[CH:5]=[CH:4][N:3]=2)[CH:15]=[C:16]([CH3:18])[CH:17]=1. (8) The product is: [CH3:15][S:16]([C:19]1[CH:24]=[CH:23][CH:22]=[CH:21][C:20]=1[O:8][C:5]1[CH:6]=[CH:7][C:2]([Cl:1])=[CH:3][CH:4]=1)(=[O:18])=[O:17]. Given the reactants [Cl:1][C:2]1[CH:7]=[CH:6][C:5]([OH:8])=[CH:4][CH:3]=1.CC(C)([O-])C.[K+].[CH3:15][S:16]([C:19]1[CH:24]=[CH:23][C:22](F)=[CH:21][CH:20]=1)(=[O:18])=[O:17], predict the reaction product. (9) Given the reactants C(O[C:6]([N:8]1[CH2:12][C:11](=[N:13][O:14][CH3:15])[CH2:10][C@H:9]1[C:16]([OH:18])=O)=[O:7])(C)(C)C.[CH3:19][C:20]1[CH:25]=[CH:24][CH:23]=[CH:22][C:21]=1[C:26]1[CH:31]=[CH:30][C:29](C(O)=O)=[CH:28][CH:27]=1.[NH2:35][C@H:36]1[C@H:41]2[CH2:42][C@H:38]([CH:39]=[CH:40]2)[C@H:37]1[C:43]([NH2:45])=[O:44], predict the reaction product. The product is: [NH2:45][C:43]([C@@H:37]1[C@@H:38]2[CH2:42][C@@H:41]([CH:40]=[CH:39]2)[C@@H:36]1[NH:35][C:16]([C@@H:9]1[CH2:10][C:11](=[N:13][O:14][CH3:15])[CH2:12][N:8]1[C:6]([C:29]1[CH:28]=[CH:27][C:26]([C:21]2[CH:22]=[CH:23][CH:24]=[CH:25][C:20]=2[CH3:19])=[CH:31][CH:30]=1)=[O:7])=[O:18])=[O:44]. (10) The product is: [CH3:40][C:39]1[C:34]([C:20]2[CH:21]=[CH:22][C:17]([C:16]([NH:15][C:10]3[CH:11]=[CH:12][CH:13]=[CH:14][C:9]=3[NH:8][C:6](=[O:7])[O:5][C:1]([CH3:2])([CH3:3])[CH3:4])=[O:32])=[CH:18][CH:19]=2)=[N:35][CH:36]=[C:37]([N+:41]([O-:43])=[O:42])[CH:38]=1. Given the reactants [C:1]([O:5][C:6]([NH:8][C:9]1[CH:14]=[CH:13][CH:12]=[CH:11][C:10]=1[NH:15][C:16](=[O:32])[C:17]1[CH:22]=[CH:21][C:20](B2OC(C)(C)C(C)(C)O2)=[CH:19][CH:18]=1)=[O:7])([CH3:4])([CH3:3])[CH3:2].Cl[C:34]1[C:39]([CH3:40])=[CH:38][C:37]([N+:41]([O-:43])=[O:42])=[CH:36][N:35]=1.C(=O)(O)[O-].[Na+], predict the reaction product.